Dataset: Forward reaction prediction with 1.9M reactions from USPTO patents (1976-2016). Task: Predict the product of the given reaction. (1) Given the reactants [CH3:1][O:2][C:3]1[CH:8]=[CH:7][N:6]=[CH:5][C:4]=1B(O)O.FC(F)(F)S(O[C:18]1[C@@:22]2([CH3:39])[CH2:23][CH2:24][C@H:25]3[C@H:34]([C@@H:21]2[CH2:20][CH:19]=1)[CH2:33][CH:32]=[C:31]1[C@:26]3([CH3:38])[CH2:27][CH2:28][C:29](=[O:37])[N:30]1[CH2:35][CH3:36])(=O)=O, predict the reaction product. The product is: [CH2:35]([N:30]1[C:31]2[C@@:26]([CH3:38])([C@H:25]3[CH2:24][CH2:23][C@@:22]4([CH3:39])[C@@H:21]([CH2:20][CH:19]=[C:18]4[C:4]4[CH:5]=[N:6][CH:7]=[CH:8][C:3]=4[O:2][CH3:1])[C@@H:34]3[CH2:33][CH:32]=2)[CH2:27][CH2:28][C:29]1=[O:37])[CH3:36]. (2) Given the reactants C(O[C:6]([N:8]1[CH2:12][C:11](=[N:13][O:14][CH3:15])[CH2:10][C@H:9]1[C:16]([OH:18])=O)=[O:7])(C)(C)C.[CH3:19][C:20]1[CH:25]=[CH:24][CH:23]=[CH:22][C:21]=1[C:26]1[CH:31]=[CH:30][C:29](C(O)=O)=[CH:28][CH:27]=1.[NH2:35][C@@H:36]([CH2:48][OH:49])[C@H:37]([C:39]1[CH:44]=[CH:43][C:42]([N+:45]([O-:47])=[O:46])=[CH:41][CH:40]=1)[OH:38], predict the reaction product. The product is: [OH:38][C@@H:37]([C:39]1[CH:44]=[CH:43][C:42]([N+:45]([O-:47])=[O:46])=[CH:41][CH:40]=1)[C@@H:36]([NH:35][C:16]([C@@H:9]1[CH2:10][C:11](=[N:13][O:14][CH3:15])[CH2:12][N:8]1[C:6]([C:29]1[CH:28]=[CH:27][C:26]([C:21]2[CH:22]=[CH:23][CH:24]=[CH:25][C:20]=2[CH3:19])=[CH:31][CH:30]=1)=[O:7])=[O:18])[CH2:48][OH:49]. (3) Given the reactants I[Si](C)(C)C.[Br:6][C:7]1[CH:8]=[C:9]2[C:14]([NH:15][C@H:16]3[C@@H:20]([CH3:21])[CH2:19][N:18](C(OCC4C=CC=CC=4)=O)[CH2:17]3)=[C:13]([C:32](=[O:34])[NH2:33])[CH:12]=[N:11][N:10]2[CH:35]=1.BrC1C=C2C(Cl)=C(C(N)=O)C=NN2C=1.N[C@H]1[C@@H](C)CN(C(OCC2C=CC=CC=2)=O)C1, predict the reaction product. The product is: [Br:6][C:7]1[CH:8]=[C:9]2[C:14]([NH:15][C@H:16]3[C@@H:20]([CH3:21])[CH2:19][NH:18][CH2:17]3)=[C:13]([C:32]([NH2:33])=[O:34])[CH:12]=[N:11][N:10]2[CH:35]=1. (4) Given the reactants [F:1][C:2]([C:5]1[N:9]2[C:10]3[CH:34]=[CH:33][C:32]([C:35]([F:38])([F:37])[F:36])=[CH:31][C:11]=3[C@H:12]([C:21]3[CH:26]=[CH:25][CH:24]=[C:23]([O:27][CH3:28])[C:22]=3[O:29][CH3:30])[O:13][C@@H:14]([CH2:15][C:16]([O:18]CC)=[O:17])[C:8]2=[N:7][N:6]=1)([F:4])[CH3:3].Cl, predict the reaction product. The product is: [F:4][C:2]([C:5]1[N:9]2[C:10]3[CH:34]=[CH:33][C:32]([C:35]([F:36])([F:37])[F:38])=[CH:31][C:11]=3[C@H:12]([C:21]3[CH:26]=[CH:25][CH:24]=[C:23]([O:27][CH3:28])[C:22]=3[O:29][CH3:30])[O:13][C@@H:14]([CH2:15][C:16]([OH:18])=[O:17])[C:8]2=[N:7][N:6]=1)([F:1])[CH3:3].